From a dataset of Full USPTO retrosynthesis dataset with 1.9M reactions from patents (1976-2016). Predict the reactants needed to synthesize the given product. (1) Given the product [Cl:1][C:2]1[CH:3]=[CH:4][C:5]([CH2:6][CH2:7][O:8][C:9]2[N:10]=[N:11][C:12]([C:19]3[CH:24]=[C:23]([Cl:25])[C:22]([OH:26])=[C:21]([Cl:27])[CH:20]=3)=[CH:13][C:14]=2[C:15]([OH:17])=[O:16])=[CH:28][CH:29]=1, predict the reactants needed to synthesize it. The reactants are: [Cl:1][C:2]1[CH:29]=[CH:28][C:5]([CH2:6][CH2:7][O:8][C:9]2[N:10]=[N:11][C:12]([C:19]3[CH:24]=[C:23]([Cl:25])[C:22]([OH:26])=[C:21]([Cl:27])[CH:20]=3)=[CH:13][C:14]=2[C:15]([O:17]C)=[O:16])=[CH:4][CH:3]=1.[OH-].[Na+]. (2) The reactants are: [CH2:1]([CH:3]1[C:12]2[C:7](=[CH:8][CH:9]=[CH:10][CH:11]=2)[C:6](=[O:13])[NH:5][C:4]1=[O:14])[CH3:2].[N+:15]([O-])([OH:17])=[O:16]. Given the product [CH2:1]([CH:3]1[C:12]2[C:7](=[CH:8][C:9]([N+:15]([O-:17])=[O:16])=[CH:10][CH:11]=2)[C:6](=[O:13])[NH:5][C:4]1=[O:14])[CH3:2], predict the reactants needed to synthesize it.